From a dataset of Peptide-MHC class I binding affinity with 185,985 pairs from IEDB/IMGT. Regression. Given a peptide amino acid sequence and an MHC pseudo amino acid sequence, predict their binding affinity value. This is MHC class I binding data. (1) The peptide sequence is FDPSDYFPSV. The MHC is HLA-A02:07 with pseudo-sequence HLA-A02:07. The binding affinity (normalized) is 0.0718. (2) The peptide sequence is LLRDNRAAL. The MHC is HLA-A30:01 with pseudo-sequence HLA-A30:01. The binding affinity (normalized) is 0.0847. (3) The peptide sequence is FMVSSIDEL. The MHC is HLA-A02:01 with pseudo-sequence HLA-A02:01. The binding affinity (normalized) is 0.991. (4) The peptide sequence is RKRLMSMVK. The MHC is HLA-B15:01 with pseudo-sequence HLA-B15:01. The binding affinity (normalized) is 0.0847. (5) The peptide sequence is ISDSAQNMM. The binding affinity (normalized) is 0.0847. The MHC is HLA-A69:01 with pseudo-sequence HLA-A69:01. (6) The peptide sequence is SMIGLCACV. The MHC is HLA-A02:01 with pseudo-sequence HLA-A02:01. The binding affinity (normalized) is 0.936. (7) The binding affinity (normalized) is 0.323. The MHC is HLA-B48:01 with pseudo-sequence HLA-B48:01. The peptide sequence is MPAYIRNTL. (8) The peptide sequence is YHSNVKEL. The MHC is HLA-A30:01 with pseudo-sequence HLA-A30:01. The binding affinity (normalized) is 0. (9) The peptide sequence is RKCCRAKFKQLLQH. The MHC is HLA-A02:01 with pseudo-sequence HLA-A02:01. The binding affinity (normalized) is 0.